This data is from Full USPTO retrosynthesis dataset with 1.9M reactions from patents (1976-2016). The task is: Predict the reactants needed to synthesize the given product. (1) Given the product [Br:40][C:37]1[CH:38]=[CH:39][C:30]([NH:29][C:17](=[O:18])[C:16]2[CH:20]=[CH:21][CH:22]=[C:14]([S:11]([N:7]3[C:8]4[C:4](=[CH:3][C:2]([Cl:1])=[CH:10][CH:9]=4)[CH2:5][CH2:6]3)(=[O:13])=[O:12])[CH:15]=2)=[C:31]([CH:36]=1)[C:32]([O:34][CH3:35])=[O:33], predict the reactants needed to synthesize it. The reactants are: [Cl:1][C:2]1[CH:3]=[C:4]2[C:8](=[CH:9][CH:10]=1)[N:7]([S:11]([C:14]1[CH:15]=[C:16]([CH:20]=[CH:21][CH:22]=1)[C:17](O)=[O:18])(=[O:13])=[O:12])[CH2:6][CH2:5]2.C(Cl)(=O)C(Cl)=O.[NH2:29][C:30]1[CH:39]=[CH:38][C:37]([Br:40])=[CH:36][C:31]=1[C:32]([O:34][CH3:35])=[O:33].NC1C=CC=CC=1. (2) Given the product [F:21][C:16]1[CH:17]=[CH:18][CH:19]=[CH:20][C:15]=1[CH2:14][N:13]1[C:9]([N:1]2[CH:5]=[CH:4][CH:3]=[N:2]2)=[N:10][C:11]([C:22]2[CH:27]=[CH:26][CH:25]=[CH:24][N:23]=2)=[N:12]1, predict the reactants needed to synthesize it. The reactants are: [NH:1]1[CH:5]=[CH:4][CH:3]=[N:2]1.[H-].[Na+].Br[C:9]1[N:13]([CH2:14][C:15]2[CH:20]=[CH:19][CH:18]=[CH:17][C:16]=2[F:21])[N:12]=[C:11]([C:22]2[CH:27]=[CH:26][CH:25]=[CH:24][N:23]=2)[N:10]=1.O. (3) Given the product [C:33]([O:32][C:30](=[O:31])[CH2:29][N:28]1[CH:26]([CH3:27])[C:25](=[O:24])[N:20]([C:3]2[CH:4]=[C:5]([CH2:6][C:7]3[C:16]4[C:11](=[CH:12][CH:13]=[CH:14][CH:15]=4)[C:10](=[O:17])[NH:9][N:8]=3)[CH:18]=[CH:19][C:2]=2[F:1])[C:21]1=[O:22])([CH3:35])([CH3:34])[CH3:36], predict the reactants needed to synthesize it. The reactants are: [F:1][C:2]1[CH:19]=[CH:18][C:5]([CH2:6][C:7]2[C:16]3[C:11](=[CH:12][CH:13]=[CH:14][CH:15]=3)[C:10](=[O:17])[NH:9][N:8]=2)=[CH:4][C:3]=1[N:20]=[C:21]=[O:22].C[O:24][C:25](=O)[CH:26]([NH:28][CH2:29][C:30]([O:32][C:33]([CH3:36])([CH3:35])[CH3:34])=[O:31])[CH3:27]. (4) Given the product [NH2:37][C:20]1[C:19]([NH:18][CH:9]([C:6]2[CH:5]=[CH:4][C:3]([O:2][CH3:1])=[CH:8][CH:7]=2)[C:10]2[CH:15]=[CH:14][C:13]([O:16][CH3:17])=[CH:12][CH:11]=2)=[CH:36][CH:35]=[CH:34][C:21]=1[O:22][C:23]1[CH:32]=[C:31]([F:33])[CH:30]=[CH:29][C:24]=1[C:25]([O:27][CH3:28])=[O:26], predict the reactants needed to synthesize it. The reactants are: [CH3:1][O:2][C:3]1[CH:8]=[CH:7][C:6]([CH:9]([NH:18][C:19]2[C:20]([N+:37]([O-])=O)=[C:21]([CH:34]=[CH:35][CH:36]=2)[O:22][C:23]2[CH:32]=[C:31]([F:33])[CH:30]=[CH:29][C:24]=2[C:25]([O:27][CH3:28])=[O:26])[C:10]2[CH:15]=[CH:14][C:13]([O:16][CH3:17])=[CH:12][CH:11]=2)=[CH:5][CH:4]=1. (5) Given the product [CH2:14]([O:18][C:2]1[CH:7]=[C:6]([C:8]2[CH:13]=[CH:12][CH:11]=[CH:10][CH:9]=2)[N:5]=[CH:4][N:3]=1)[C:15]#[C:16][CH3:17], predict the reactants needed to synthesize it. The reactants are: Cl[C:2]1[CH:7]=[C:6]([C:8]2[CH:13]=[CH:12][CH:11]=[CH:10][CH:9]=2)[N:5]=[CH:4][N:3]=1.[CH2:14]([OH:18])[C:15]#[C:16][CH3:17].[H-].[Na+].O. (6) Given the product [C:12]1([N:9]2[C:5]3=[N:6][CH:7]=[N:8][C:3]([NH:1][N:2]=[CH:24][C:22]4[O:23][C:19]([CH3:18])=[CH:20][CH:21]=4)=[C:4]3[CH:11]=[N:10]2)[CH:17]=[CH:16][CH:15]=[CH:14][CH:13]=1, predict the reactants needed to synthesize it. The reactants are: [NH:1]([C:3]1[N:8]=[CH:7][N:6]=[C:5]2[N:9]([C:12]3[CH:17]=[CH:16][CH:15]=[CH:14][CH:13]=3)[N:10]=[CH:11][C:4]=12)[NH2:2].[CH3:18][C:19]1[O:23][C:22]([CH:24]=O)=[CH:21][CH:20]=1. (7) Given the product [C:26]([C:30]1[O:34][N:33]=[C:32]([NH:35][C:36]([NH:2][C:3]2[CH:4]=[CH:5][C:6]([C:9]3[CH:14]=[N:13][C:12]([NH:15][CH2:16][CH2:17][N:18]4[CH2:23][CH2:22][C:21]([F:25])([F:24])[CH2:20][CH2:19]4)=[CH:11][CH:10]=3)=[CH:7][CH:8]=2)=[O:37])[CH:31]=1)([CH3:29])([CH3:27])[CH3:28], predict the reactants needed to synthesize it. The reactants are: Cl.[NH2:2][C:3]1[CH:8]=[CH:7][C:6]([C:9]2[CH:10]=[CH:11][C:12]([NH:15][CH2:16][CH2:17][N:18]3[CH2:23][CH2:22][C:21]([F:25])([F:24])[CH2:20][CH2:19]3)=[N:13][CH:14]=2)=[CH:5][CH:4]=1.[C:26]([C:30]1[O:34][N:33]=[C:32]([NH:35][C:36](=O)[O:37]C2C=CC=CC=2)[CH:31]=1)([CH3:29])([CH3:28])[CH3:27].